Dataset: Catalyst prediction with 721,799 reactions and 888 catalyst types from USPTO. Task: Predict which catalyst facilitates the given reaction. (1) Reactant: [CH:1]([O:4][C:5]([N:7]1[CH2:12][CH2:11][CH:10]([O:13][C:14]2[C:19]([CH3:20])=[C:18](Cl)[N:17]=[CH:16][N:15]=2)[CH2:9][CH2:8]1)=[O:6])([CH3:3])[CH3:2].[F:22][C:23]1[CH:28]=[C:27]([O:29][CH2:30][CH2:31][O:32][CH:33]([CH3:35])[CH3:34])[CH:26]=[CH:25][C:24]=1[OH:36].C([O-])([O-])=O.[K+].[K+]. Product: [CH:1]([O:4][C:5]([N:7]1[CH2:12][CH2:11][CH:10]([O:13][C:14]2[C:19]([CH3:20])=[C:18]([O:36][C:24]3[CH:25]=[CH:26][C:27]([O:29][CH2:30][CH2:31][O:32][CH:33]([CH3:34])[CH3:35])=[CH:28][C:23]=3[F:22])[N:17]=[CH:16][N:15]=2)[CH2:9][CH2:8]1)=[O:6])([CH3:3])[CH3:2]. The catalyst class is: 16. (2) Reactant: OC(C(F)(F)F)=O.[NH:8]1[CH2:11][CH:10]([C:12]2[CH:33]=[CH:32][C:15]3[C:16]4[N:17]=[C:18]([C:24]5[N:25]([CH:29]([CH3:31])[CH3:30])[N:26]=[CH:27][N:28]=5)[S:19][C:20]=4[CH2:21][CH2:22][O:23][C:14]=3[CH:13]=2)[CH2:9]1.C(N(C(C)C)CC)(C)C.CN(C(ON1N=NC2C=CC=NC1=2)=[N+](C)C)C.F[P-](F)(F)(F)(F)F.[C:67](O)(=[O:71])[C@@H:68]([CH3:70])[OH:69]. Product: [OH:69][C@H:68]([CH3:70])[C:67]([N:8]1[CH2:11][CH:10]([C:12]2[CH:33]=[CH:32][C:15]3[C:16]4[N:17]=[C:18]([C:24]5[N:25]([CH:29]([CH3:31])[CH3:30])[N:26]=[CH:27][N:28]=5)[S:19][C:20]=4[CH2:21][CH2:22][O:23][C:14]=3[CH:13]=2)[CH2:9]1)=[O:71]. The catalyst class is: 1.